From a dataset of Peptide-MHC class II binding affinity with 134,281 pairs from IEDB. Regression. Given a peptide amino acid sequence and an MHC pseudo amino acid sequence, predict their binding affinity value. This is MHC class II binding data. The peptide sequence is LDGNLLSSNDLAKYK. The MHC is HLA-DQA10301-DQB10302 with pseudo-sequence HLA-DQA10301-DQB10302. The binding affinity (normalized) is 0.